Dataset: Full USPTO retrosynthesis dataset with 1.9M reactions from patents (1976-2016). Task: Predict the reactants needed to synthesize the given product. (1) The reactants are: FC(F)(F)C(O)=O.[Cl:8][C:9]1[CH:14]=[CH:13][C:12]([C@@H:15]([NH:17][C:18]([C:20]2([CH2:35][NH:36]C(=O)OC(C)(C)C)[CH2:25][CH2:24][N:23]([C:26]3[C:27]4[CH:34]=[CH:33][NH:32][C:28]=4[N:29]=[CH:30][N:31]=3)[CH2:22][CH2:21]2)=[O:19])[CH3:16])=[CH:11][CH:10]=1. Given the product [NH2:36][CH2:35][C:20]1([C:18]([NH:17][C@H:15]([C:12]2[CH:11]=[CH:10][C:9]([Cl:8])=[CH:14][CH:13]=2)[CH3:16])=[O:19])[CH2:21][CH2:22][N:23]([C:26]2[C:27]3[CH:34]=[CH:33][NH:32][C:28]=3[N:29]=[CH:30][N:31]=2)[CH2:24][CH2:25]1, predict the reactants needed to synthesize it. (2) Given the product [CH2:8]([O:7][C:1](=[O:6])[C:2]([C:3](=[O:4])[CH3:5])=[CH:16][C:15]1[CH:18]=[CH:19][CH:20]=[C:13]([N+:10]([O-:12])=[O:11])[CH:14]=1)[CH3:9], predict the reactants needed to synthesize it. The reactants are: [C:1]([O:7][CH2:8][CH3:9])(=[O:6])[CH2:2][C:3]([CH3:5])=[O:4].[N+:10]([C:13]1[CH:14]=[C:15]([CH:18]=[CH:19][CH:20]=1)[CH:16]=O)([O-:12])=[O:11].C(O)(=O)C.N1C=CC=CC=1.